Dataset: Catalyst prediction with 721,799 reactions and 888 catalyst types from USPTO. Task: Predict which catalyst facilitates the given reaction. (1) Reactant: Cl[C:2]1[N:3]=[CH:4][C:5]2[NH:10][CH:9]=[CH:8][C:6]=2[N:7]=1.[CH2:11]([NH2:15])[CH2:12][CH2:13][CH3:14].Cl. Product: [CH2:11]([NH:15][C:2]1[N:3]=[CH:4][C:5]2[NH:10][CH:9]=[CH:8][C:6]=2[N:7]=1)[CH2:12][CH2:13][CH3:14]. The catalyst class is: 41. (2) Reactant: [NH2:1][C:2]1[CH:11]=[CH:10][CH:9]=[CH:8][C:3]=1[C:4]([O:6][CH3:7])=[O:5].[Cl:12][C:13]1[CH:14]=[C:15]([CH:19]=[CH:20][C:21]=1[O:22][CH3:23])[C:16](O)=[O:17].CCN=C=NCCCN(C)C. Product: [Cl:12][C:13]1[CH:14]=[C:15]([CH:19]=[CH:20][C:21]=1[O:22][CH3:23])[C:16]([NH:1][C:2]1[CH:11]=[CH:10][CH:9]=[CH:8][C:3]=1[C:4]([O:6][CH3:7])=[O:5])=[O:17]. The catalyst class is: 239.